From a dataset of Forward reaction prediction with 1.9M reactions from USPTO patents (1976-2016). Predict the product of the given reaction. (1) Given the reactants [CH:1]1([CH2:7][C@H:8]([NH:18][C:19]2[C:22](=[O:23])[C:21](=[O:24])[C:20]=2[N:25]2[CH2:30][CH2:29][CH2:28][CH:27]([CH:31]([C:38]3[CH:43]=[CH:42][CH:41]=[CH:40][C:39]=3[F:44])[O:32][CH2:33][CH2:34][CH2:35][O:36][CH3:37])[CH2:26]2)[CH2:9][NH:10]C(=O)OC(C)(C)C)[CH2:6][CH2:5][CH2:4][CH2:3][CH2:2]1.C(O)(C(F)(F)F)=O, predict the reaction product. The product is: [NH2:10][CH2:9][C@@H:8]([NH:18][C:19]1[C:22](=[O:23])[C:21](=[O:24])[C:20]=1[N:25]1[CH2:30][CH2:29][CH2:28][CH:27]([CH:31]([C:38]2[CH:43]=[CH:42][CH:41]=[CH:40][C:39]=2[F:44])[O:32][CH2:33][CH2:34][CH2:35][O:36][CH3:37])[CH2:26]1)[CH2:7][CH:1]1[CH2:2][CH2:3][CH2:4][CH2:5][CH2:6]1. (2) Given the reactants Cl.[Cl:2][C:3]1[CH:23]=[CH:22][C:6]([O:7][C:8]2[CH:21]=[CH:20][C:11]([O:12][CH2:13][C@@H:14]3[CH2:19][CH2:18][CH2:17][CH2:16][NH:15]3)=[CH:10][CH:9]=2)=[CH:5][CH:4]=1.ClC[C:26]1[N:30]=[CH:29][O:28][N:27]=1.[C:31](=O)([O-])[O-].[K+].[K+], predict the reaction product. The product is: [Cl:2][C:3]1[CH:23]=[CH:22][C:6]([O:7][C:8]2[CH:21]=[CH:20][C:11]([O:12][CH2:13][C@@H:14]3[CH2:19][CH2:18][CH2:17][CH2:16][N:15]3[CH2:31][C:29]3[O:28][N:27]=[CH:26][N:30]=3)=[CH:10][CH:9]=2)=[CH:5][CH:4]=1. (3) Given the reactants [CH3:1][C:2]1([CH:17]=[O:18])[CH2:6][CH:5]2[CH:7]([CH3:16])[C:8]([N+:13]([O-:15])=[O:14])=[C:9]([CH3:12])[C:10]([CH3:11])=[C:4]2[O:3]1.CC(=CC)C.Cl([O-])=[O:25].[Na+].P([O-])(O)(O)=O.[Na+], predict the reaction product. The product is: [CH3:1][C:2]1([C:17]([OH:25])=[O:18])[CH2:6][CH:5]2[CH:7]([CH3:16])[C:8]([N+:13]([O-:15])=[O:14])=[C:9]([CH3:12])[C:10]([CH3:11])=[C:4]2[O:3]1. (4) Given the reactants [Br:1][C:2]1[N:7]=[CH:6][C:5]([OH:8])=[CH:4][CH:3]=1.Cl[C:10]([F:15])([F:14])C([O-])=O.[Na+].C(=O)([O-])[O-].[K+].[K+], predict the reaction product. The product is: [Br:1][C:2]1[CH:3]=[CH:4][C:5]([O:8][CH:10]([F:15])[F:14])=[CH:6][N:7]=1. (5) Given the reactants BrC[CH2:3][C:4]1[CH:13]=[CH:12][C:11]([Cl:14])=[CH:10][C:5]=1[C:6]([O:8][CH3:9])=[O:7].[OH:15][C:16]1[CH:17]=[C:18]([CH:23]=[CH:24][CH:25]=1)[C:19]([NH:21][CH3:22])=[O:20], predict the reaction product. The product is: [Cl:14][C:11]1[CH:12]=[CH:13][C:4]([CH2:3][O:15][C:16]2[CH:25]=[CH:24][CH:23]=[C:18]([C:19]([NH:21][CH3:22])=[O:20])[CH:17]=2)=[C:5]([CH:10]=1)[C:6]([O:8][CH3:9])=[O:7]. (6) Given the reactants [CH3:1][N:2]1[CH:6]=[C:5]([C:7]2[C:11]([CH3:12])=[C:10]([NH:13][C:14](=[O:22])OC3C=CC=CC=3)[N:9]([C:23]3[CH:28]=[CH:27][CH:26]=[CH:25][CH:24]=3)[N:8]=2)[CH:4]=[N:3]1.C1(C2C=CC(COC)=CC=2CN)CC1.[CH2:43]([O:45][C:46]1[CH:51]=[CH:50][C:49]([CH2:52][O:53][CH3:54])=[CH:48][C:47]=1[CH2:55][NH2:56])[CH3:44], predict the reaction product. The product is: [CH3:1][N:2]1[CH:6]=[C:5]([C:7]2[C:11]([CH3:12])=[C:10]([NH:13][C:14]([NH:56][CH2:55][C:47]3[CH:48]=[C:49]([CH2:52][O:53][CH3:54])[CH:50]=[CH:51][C:46]=3[O:45][CH2:43][CH3:44])=[O:22])[N:9]([C:23]3[CH:24]=[CH:25][CH:26]=[CH:27][CH:28]=3)[N:8]=2)[CH:4]=[N:3]1. (7) Given the reactants [NH2:1][C:2]1[CH:7]=[CH:6][C:5]([N:8]2[C:14](=[O:15])[CH2:13][C:12](=[O:16])[NH:11][C:10]3[C:17]4[C:22]([CH:23]=[CH:24][C:9]2=3)=[CH:21][CH:20]=[CH:19][CH:18]=4)=[CH:4][CH:3]=1.S1[CH:29]=[CH:28][CH:27]=[C:26]1[S:30](Cl)(=[O:32])=[O:31].[N:34]1C=CC=C[CH:35]=1, predict the reaction product. The product is: [O:16]=[C:12]1[NH:11][C:10]2[C:17]3[C:22]([CH:23]=[CH:24][C:9]=2[N:8]([C:5]2[CH:6]=[CH:7][C:2]([NH:1][S:30]([C:26]4[CH:35]=[N:34][CH:29]=[CH:28][CH:27]=4)(=[O:32])=[O:31])=[CH:3][CH:4]=2)[C:14](=[O:15])[CH2:13]1)=[CH:21][CH:20]=[CH:19][CH:18]=3.